From a dataset of Kir2.1 potassium channel HTS with 301,493 compounds. Binary Classification. Given a drug SMILES string, predict its activity (active/inactive) in a high-throughput screening assay against a specified biological target. (1) The molecule is S(c1n(c(nn1)c1cc(ccc1)C)C)CC(=O)Nc1n(ncc1)C(C)C. The result is 0 (inactive). (2) The result is 0 (inactive). The compound is Clc1ccc(/C(=N\NC(=S)NCCc2ccccc2)C)cc1. (3) The result is 0 (inactive). The drug is O(c1nc(N(CC)CC)nc(Oc2ccc(cc2)C(=O)NN)n1)c1ccc(cc1)C(=O)NN. (4) The drug is O=C(Nc1c(c(ccc1)C)C)C1N(CCC1)C(=O)Nc1ccc(OC)cc1. The result is 0 (inactive). (5) The molecule is S(c1c(NC(=O)CN2CCC(CC2)C)cccc1)c1ccccc1. The result is 0 (inactive). (6) The drug is Clc1ncccc1C(=O)Nc1sc(SCc2ccc(F)cc2)nn1. The result is 0 (inactive). (7) The compound is O(c1ccc(c2n3CCCCCc3nc2)cc1)CC. The result is 0 (inactive). (8) The compound is s1c2n(c(=O)c(cn2)C(=O)Nc2nocc2)cc1. The result is 0 (inactive).